From a dataset of Reaction yield outcomes from USPTO patents with 853,638 reactions. Predict the reaction yield, written as a fraction of the theoretical maximum amount of product (1.0 means a 100% yield; for example, 0.34 means a 34% yield). (1) The reactants are [N:1]1([CH2:10][C:11]2[N:15]3[CH2:16][CH2:17][O:18][C:19]4[CH:24]=[CH:23][C:22](Br)=[CH:21][C:20]=4[C:14]3=[N:13][C:12]=2[C:26]([NH2:28])=[O:27])[C:9]2[C:4](=[CH:5][CH:6]=[CH:7][CH:8]=2)[CH:3]=[N:2]1.BrC1C=CC2OCCN3C(CN4C=CN=C4C)=C(C(N)=O)N=C3C=2C=1.N1C2C(=CC=CC=2)C=N1.[CH3:63][C:64]([OH:68])([C:66]#[CH:67])[CH3:65]. No catalyst specified. The product is [N:1]1([CH2:10][C:11]2[N:15]3[CH2:16][CH2:17][O:18][C:19]4[CH:24]=[CH:23][C:22]([C:67]#[C:66][C:64]([OH:68])([CH3:65])[CH3:63])=[CH:21][C:20]=4[C:14]3=[N:13][C:12]=2[C:26]([NH2:28])=[O:27])[C:9]2[C:4](=[CH:5][CH:6]=[CH:7][CH:8]=2)[CH:3]=[N:2]1. The yield is 0.190. (2) The reactants are [F:1][C:2]([F:16])([F:15])[C:3]1[CH:4]=[C:5]2[C:9](=[CH:10][CH:11]=1)[NH:8][CH:7]=[C:6]2[CH2:12][CH2:13][NH2:14].[F:17][C:18]1[CH:19]=[C:20]([CH:31]=[CH:32][CH:33]=1)[CH2:21][C:22]1[CH:30]=[CH:29][C:25]([C:26](O)=[O:27])=[CH:24][CH:23]=1.CN(C(ON1N=NC2C=CC=NC1=2)=[N+](C)C)C.F[P-](F)(F)(F)(F)F.C(N(CC)C(C)C)(C)C. The catalyst is CN(C=O)C. The product is [F:17][C:18]1[CH:19]=[C:20]([CH:31]=[CH:32][CH:33]=1)[CH2:21][C:22]1[CH:30]=[CH:29][C:25]([C:26]([NH:14][CH2:13][CH2:12][C:6]2[C:5]3[C:9](=[CH:10][CH:11]=[C:3]([C:2]([F:15])([F:1])[F:16])[CH:4]=3)[NH:8][CH:7]=2)=[O:27])=[CH:24][CH:23]=1. The yield is 0.140. (3) The reactants are [N+:1]([C:4]1[CH:9]=[CH:8][C:7]([OH:10])=[CH:6][C:5]=1[F:11])([O-])=O. The catalyst is C(OCC)(=O)C.C(O)(=O)C.[Fe]. The product is [NH2:1][C:4]1[CH:9]=[CH:8][C:7]([OH:10])=[CH:6][C:5]=1[F:11]. The yield is 0.980. (4) The reactants are [C:1]1(B(O)O)[CH:6]=[CH:5][CH:4]=[CH:3][CH:2]=1.[F-].[K+].Br[C:13]1[CH:20]=[CH:19][CH:18]=[CH:17][C:14]=1[CH2:15][OH:16]. The catalyst is C([O-])(=O)C.[Pd+2].C([O-])(=O)C.C(P(C(C)(C)C)C1C=CC=CC=1C1C=CC=CC=1)(C)(C)C. The product is [OH:16][CH2:15][C:14]1[CH:17]=[CH:18][CH:19]=[CH:20][C:13]=1[C:1]1[CH:6]=[CH:5][CH:4]=[CH:3][CH:2]=1. The yield is 0.830. (5) The reactants are [CH:1]1([N:7]([CH2:17][CH:18]2[CH2:20][CH2:19]2)[C:8]2[N:13]=[CH:12][N:11]=[C:10]([C:14]([OH:16])=O)[CH:9]=2)[CH2:6][CH2:5][CH2:4][CH2:3][CH2:2]1.[NH2:21][C:22]1[CH:29]=[CH:28][C:25]([CH2:26][OH:27])=[CH:24][CH:23]=1.C(N(CC)CC)C.C(Cl)Cl. The catalyst is CN(C=O)C. The product is [CH:1]1([N:7]([CH2:17][CH:18]2[CH2:20][CH2:19]2)[C:8]2[N:13]=[CH:12][N:11]=[C:10]([C:14]([NH:21][C:22]3[CH:29]=[CH:28][C:25]([CH2:26][OH:27])=[CH:24][CH:23]=3)=[O:16])[CH:9]=2)[CH2:2][CH2:3][CH2:4][CH2:5][CH2:6]1. The yield is 0.720. (6) The reactants are [F:1][C:2]1[CH:7]=[C:6]([N+:8]([O-])=O)[CH:5]=[CH:4][C:3]=1[N:11]1[CH2:16][C@@H:15]([CH3:17])[N:14]([CH3:18])[CH2:13][C@@H:12]1[CH3:19]. The catalyst is CCO.[Pd]. The product is [F:1][C:2]1[CH:7]=[C:6]([CH:5]=[CH:4][C:3]=1[N:11]1[CH2:16][C@@H:15]([CH3:17])[N:14]([CH3:18])[CH2:13][C@@H:12]1[CH3:19])[NH2:8]. The yield is 0.320. (7) The reactants are Cl[CH:2]([O:6][C:7]([NH:9][CH2:10][C:11]1([CH2:17][C:18]([O:20][CH3:21])=[O:19])[CH2:16][CH2:15][CH2:14][CH2:13][CH2:12]1)=[O:8])[CH:3]([CH3:5])[CH3:4].[C:22]([OH:27])(=[O:26])[CH:23]([CH3:25])[CH3:24]. The catalyst is C(Cl)(Cl)Cl.C(=O)([O-])[O-].[Ag+2]. The product is [C:22]([O:27][CH:2]([O:6][C:7]([NH:9][CH2:10][C:11]1([CH2:17][C:18]([O:20][CH3:21])=[O:19])[CH2:16][CH2:15][CH2:14][CH2:13][CH2:12]1)=[O:8])[CH:3]([CH3:5])[CH3:4])(=[O:26])[CH:23]([CH3:25])[CH3:24]. The yield is 0.630. (8) The reactants are Br[C:2]1[C:10]2[N:9]=[C:8]([CH2:11][CH:12]3[CH2:17][CH2:16][CH2:15][CH2:14][N:13]3[C:18]([C:20]3[N:21]=[C:22]([CH3:32])[S:23][C:24]=3[C:25]3[CH:30]=[CH:29][C:28]([F:31])=[CH:27][CH:26]=3)=[O:19])[NH:7][C:6]=2[CH:5]=[CH:4][CH:3]=1.[Cu][C:34]#[N:35].O. The catalyst is CN1CCCC1=O. The product is [C:34]([C:2]1[C:10]2[N:9]=[C:8]([CH2:11][CH:12]3[CH2:17][CH2:16][CH2:15][CH2:14][N:13]3[C:18]([C:20]3[N:21]=[C:22]([CH3:32])[S:23][C:24]=3[C:25]3[CH:26]=[CH:27][C:28]([F:31])=[CH:29][CH:30]=3)=[O:19])[NH:7][C:6]=2[CH:5]=[CH:4][CH:3]=1)#[N:35]. The yield is 0.0300. (9) The reactants are CC(C)(C)C(Cl)=O.[Cl:8][C:9]1[CH:14]=[CH:13][C:12]([CH2:15][C:16]([OH:18])=O)=[CH:11][C:10]=1[F:19].[Li]CCCC.[CH2:25]([C@@H:32]1[CH2:36][O:35][C:34](=[O:37])[NH:33]1)[C:26]1[CH:31]=[CH:30][CH:29]=[CH:28][CH:27]=1. The catalyst is C1COCC1. The product is [CH2:25]([C@@H:32]1[CH2:36][O:35][C:34](=[O:37])[N:33]1[C:16](=[O:18])[CH2:15][C:12]1[CH:13]=[CH:14][C:9]([Cl:8])=[C:10]([F:19])[CH:11]=1)[C:26]1[CH:27]=[CH:28][CH:29]=[CH:30][CH:31]=1. The yield is 0.605.